From a dataset of Full USPTO retrosynthesis dataset with 1.9M reactions from patents (1976-2016). Predict the reactants needed to synthesize the given product. (1) The reactants are: [C:1]([NH:8][C:9]1[CH:14]=[CH:13][C:12]([NH2:15])=[CH:11][CH:10]=1)([O:3]C(C)(C)C)=O.C(N(CC)CC)C.[CH3:23][C:24]1[CH:32]=[CH:31][C:27](C(Cl)=O)=[CH:26][CH:25]=1. Given the product [NH2:15][C:12]1[CH:11]=[CH:10][C:9]([NH:8][C:1](=[O:3])[C:27]2[CH:31]=[CH:32][C:24]([CH3:23])=[CH:25][CH:26]=2)=[CH:14][CH:13]=1, predict the reactants needed to synthesize it. (2) Given the product [CH3:8][C:7]1[CH:9]=[CH:10][C:4]([S:1]([O:25][CH2:24][CH:22]2[O:21][N:20]=[C:19]([C:16]3[CH:15]=[CH:14][C:13]([Br:12])=[CH:18][N:17]=3)[CH2:23]2)(=[O:3])=[O:2])=[CH:5][CH:6]=1, predict the reactants needed to synthesize it. The reactants are: [S:1](Cl)([C:4]1[CH:10]=[CH:9][C:7]([CH3:8])=[CH:6][CH:5]=1)(=[O:3])=[O:2].[Br:12][C:13]1[CH:14]=[CH:15][C:16]([C:19]2[CH2:23][CH:22]([CH2:24][OH:25])[O:21][N:20]=2)=[N:17][CH:18]=1.C([O-])(O)=O.[Na+]. (3) Given the product [ClH:36].[CH:1]1([C:4]2[N:5]=[C:6]3[CH:11]=[CH:10][C:9]([NH:12][C:31](=[O:32])[C:28]4[CH:27]=[CH:26][C:25]([C:22]5[CH:23]=[N:24][C:19]([C:18]([F:35])([F:17])[F:34])=[CH:20][CH:21]=5)=[CH:30][CH:29]=4)=[CH:8][N:7]3[C:15]=2[CH3:16])[CH2:3][CH2:2]1, predict the reactants needed to synthesize it. The reactants are: [CH:1]1([C:4]2[N:5]=[C:6]3[CH:11]=[CH:10][C:9]([N+:12]([O-])=O)=[CH:8][N:7]3[C:15]=2[CH3:16])[CH2:3][CH2:2]1.[F:17][C:18]([F:35])([F:34])[C:19]1[N:24]=[CH:23][C:22]([C:25]2[CH:30]=[CH:29][C:28]([C:31](O)=[O:32])=[CH:27][CH:26]=2)=[CH:21][CH:20]=1.[ClH:36].C(OCC)(=O)C. (4) Given the product [CH3:20][N:21]1[CH2:26][CH2:25][CH2:24][CH2:23][CH:22]1[CH2:27][N:28]1[C:36]2[C:31](=[CH:32][CH:33]=[CH:34][CH:35]=2)[C:30]([C:17]([C:7]23[CH2:16][CH:11]4[CH2:12][CH:13]([CH2:15][CH:9]([CH2:10]4)[CH2:8]2)[CH2:14]3)=[O:18])=[CH:29]1, predict the reactants needed to synthesize it. The reactants are: [Cl-].C([Al+]CC)C.[C:7]12([C:17](Cl)=[O:18])[CH2:16][CH:11]3[CH2:12][CH:13]([CH2:15][CH:9]([CH2:10]3)[CH2:8]1)[CH2:14]2.[CH3:20][N:21]1[CH2:26][CH2:25][CH2:24][CH2:23][CH:22]1[CH2:27][N:28]1[C:36]2[C:31](=[CH:32][CH:33]=[CH:34][CH:35]=2)[CH:30]=[CH:29]1.[OH-].[Na+]. (5) Given the product [CH:34]1([CH2:40][CH:41]([C:19]2[N:7]([C:1]3[CH:6]=[CH:5][CH:4]=[CH:3][CH:2]=3)[N:8]=[C:9]3[C:18]=2[C:17]2[CH:16]=[CH:15][CH:14]=[CH:13][C:12]=2[NH:11][C:10]3=[O:43])[OH:42])[CH2:39][CH2:38][CH2:37][CH2:36][CH2:35]1, predict the reactants needed to synthesize it. The reactants are: [C:1]1([N:7]2[C:19](=O)[C:18]3[C:17]4[CH:16]=[CH:15][CH:14]=[CH:13][C:12]=4[NH:11][CH2:10][C:9]=3[NH:8]2)[CH:6]=[CH:5][CH:4]=[CH:3][CH:2]=1.CN(C)CCN(C)C.C([Li])CCC.[CH:34]1([CH2:40][CH:41]=[O:42])[CH2:39][CH2:38][CH2:37][CH2:36][CH2:35]1.[O:43]1CCCC1. (6) Given the product [ClH:17].[NH:5]([C:6]1[CH:7]=[CH:8][C:9]([O:12][CH3:13])=[N:10][CH:11]=1)[NH2:1], predict the reactants needed to synthesize it. The reactants are: [N:1]([O-])=O.[Na+].[NH2:5][C:6]1[CH:7]=[CH:8][C:9]([O:12][CH3:13])=[N:10][CH:11]=1.O.O.[Sn](Cl)[Cl:17]. (7) Given the product [CH3:35][C:7]([S:9][C:10]1[S:11][CH:12]=[C:13]([CH2:15][C:16](=[O:34])[NH:17][C:18]2[CH:23]=[CH:22][C:21]([C:24]3[CH:29]=[CH:28][C:27]([C:30]([F:33])([F:31])[F:32])=[CH:26][CH:25]=3)=[CH:20][CH:19]=2)[N:14]=1)([CH3:8])[C:6]([OH:36])=[O:5], predict the reactants needed to synthesize it. The reactants are: C([O:5][C:6](=[O:36])[C:7]([CH3:35])([S:9][C:10]1[S:11][CH:12]=[C:13]([CH2:15][C:16](=[O:34])[NH:17][C:18]2[CH:23]=[CH:22][C:21]([C:24]3[CH:29]=[CH:28][C:27]([C:30]([F:33])([F:32])[F:31])=[CH:26][CH:25]=3)=[CH:20][CH:19]=2)[N:14]=1)[CH3:8])(C)(C)C.FC(F)(F)C(O)=O.